Dataset: Catalyst prediction with 721,799 reactions and 888 catalyst types from USPTO. Task: Predict which catalyst facilitates the given reaction. (1) Reactant: C(OC([N:8]1[CH2:13][CH2:12][C:11]([C:15]2[CH:20]=[CH:19][C:18]([F:21])=[C:17]([C:22]([F:25])([F:24])[F:23])[CH:16]=2)(O)[CH2:10][CH2:9]1)=O)(C)(C)C. Product: [F:21][C:18]1[CH:19]=[CH:20][C:15]([C:11]2[CH2:12][CH2:13][NH:8][CH2:9][CH:10]=2)=[CH:16][C:17]=1[C:22]([F:25])([F:23])[F:24]. The catalyst class is: 55. (2) Reactant: Cl.[F:2][C:3]1[CH:12]=[CH:11][C:10]([O:13][CH2:14][CH2:15][CH3:16])=[C:9]2[C:4]=1[C:5](=[O:39])[C:6]([C:23]1[CH:28]=[CH:27][C:26]([O:29][CH2:30][CH2:31][O:32]C3CCCCO3)=[CH:25][CH:24]=1)=[CH:7][N:8]2[CH2:17][C:18]([O:20][CH2:21][CH3:22])=[O:19]. Product: [F:2][C:3]1[CH:12]=[CH:11][C:10]([O:13][CH2:14][CH2:15][CH3:16])=[C:9]2[C:4]=1[C:5](=[O:39])[C:6]([C:23]1[CH:28]=[CH:27][C:26]([O:29][CH2:30][CH2:31][OH:32])=[CH:25][CH:24]=1)=[CH:7][N:8]2[CH2:17][C:18]([O:20][CH2:21][CH3:22])=[O:19]. The catalyst class is: 8. (3) Reactant: Cl.CN(C)CCCN=C=NCC.[Cl:13][C:14]1[CH:19]=[C:18]([S:20]([C:23]2[CH:28]=[CH:27][C:26]([C:29](O)=[O:30])=[CH:25][CH:24]=2)(=[O:22])=[O:21])[CH:17]=[CH:16][C:15]=1[NH:32][C:33](=[O:41])[C@:34]([OH:40])([CH3:39])[C:35]([F:38])([F:37])[F:36].[NH2:42][C:43]1[CH:48]=[CH:47][CH:46]=[CH:45][CH:44]=1. Product: [Cl:13][C:14]1[CH:19]=[C:18]([S:20]([C:23]2[CH:28]=[CH:27][C:26]([C:29]([NH:42][C:43]3[CH:48]=[CH:47][CH:46]=[CH:45][CH:44]=3)=[O:30])=[CH:25][CH:24]=2)(=[O:21])=[O:22])[CH:17]=[CH:16][C:15]=1[NH:32][C:33](=[O:41])[C@:34]([OH:40])([CH3:39])[C:35]([F:38])([F:37])[F:36]. The catalyst class is: 143. (4) Reactant: Cl[C:2]1[N:7]=[C:6]([NH:8][C:9]([C:11]2([C:14]3[CH:24]=[CH:23][C:17]4[O:18][C:19]([F:22])([F:21])[O:20][C:16]=4[CH:15]=3)[CH2:13][CH2:12]2)=[O:10])[CH:5]=[C:4]([CH3:25])[CH:3]=1.[CH3:26][O:27][C:28]1[C:33](B(O)O)=[CH:32][C:31]([CH3:37])=[CH:30][N:29]=1.C([O-])([O-])=O.[Na+].[Na+]. Product: [F:21][C:19]1([F:22])[O:18][C:17]2[CH:23]=[CH:24][C:14]([C:11]3([C:9]([NH:8][C:6]4[N:7]=[C:2]([C:33]5[C:28]([O:27][CH3:26])=[N:29][CH:30]=[C:31]([CH3:37])[CH:32]=5)[CH:3]=[C:4]([CH3:25])[CH:5]=4)=[O:10])[CH2:13][CH2:12]3)=[CH:15][C:16]=2[O:20]1. The catalyst class is: 104. (5) Reactant: [OH:1][C@@:2]([C:23]([F:26])([F:25])[F:24])([CH2:16][C:17]#[C:18][Si](C)(C)C)[CH2:3][C:4]([C:7]1[CH:15]=[CH:14][CH:13]=[CH:12][C:8]=1[C:9]([NH2:11])=[O:10])([CH3:6])[CH3:5]. Product: [OH:1][C@@:2]([C:23]([F:24])([F:25])[F:26])([CH2:16][C:17]#[CH:18])[CH2:3][C:4]([C:7]1[CH:15]=[CH:14][CH:13]=[CH:12][C:8]=1[C:9]([NH2:11])=[O:10])([CH3:5])[CH3:6]. The catalyst class is: 1. (6) Reactant: [H-].[Na+].[CH3:3][CH:4]1[NH:8][C:7](=[O:9])[CH2:6][CH2:5]1.[CH2:10](Br)[C:11]1[CH:16]=[CH:15][CH:14]=[CH:13][CH:12]=1.[Cl-].[NH4+]. Product: [CH2:10]([N:8]1[CH:4]([CH3:3])[CH2:5][CH2:6][C:7]1=[O:9])[C:11]1[CH:16]=[CH:15][CH:14]=[CH:13][CH:12]=1. The catalyst class is: 9. (7) The catalyst class is: 9. Product: [CH3:39][C:32]1([CH3:40])[N:31]([C:29]([O:28][C:24]([CH3:25])([CH3:26])[CH3:27])=[O:30])[C@H:35]([C:36]([N:41]2[CH2:46][CH2:45][O:44][CH2:43][CH2:42]2)=[O:38])[CH2:34][O:33]1. Reactant: Cl.CN(C)CCCN=C=NCC.O.ON1C2C=CC=CC=2N=N1.[C:24]([O:28][C:29]([N:31]1[C@H:35]([C:36]([OH:38])=O)[CH2:34][O:33][C:32]1([CH3:40])[CH3:39])=[O:30])([CH3:27])([CH3:26])[CH3:25].[NH:41]1[CH2:46][CH2:45][O:44][CH2:43][CH2:42]1.